From a dataset of TCR-epitope binding with 47,182 pairs between 192 epitopes and 23,139 TCRs. Binary Classification. Given a T-cell receptor sequence (or CDR3 region) and an epitope sequence, predict whether binding occurs between them. (1) The epitope is LLQTGIHVRVSQPSL. The TCR CDR3 sequence is CASSLGTVDSYEQYF. Result: 1 (the TCR binds to the epitope). (2) The epitope is NLVPMVATV. The TCR CDR3 sequence is CASSEPTGGETQYF. Result: 1 (the TCR binds to the epitope). (3) The epitope is KEIDRLNEV. The TCR CDR3 sequence is CASSLDGLFRETQYF. Result: 0 (the TCR does not bind to the epitope). (4) The epitope is YLQPRTFLL. The TCR CDR3 sequence is CASGEANTGELFF. Result: 1 (the TCR binds to the epitope).